This data is from Catalyst prediction with 721,799 reactions and 888 catalyst types from USPTO. The task is: Predict which catalyst facilitates the given reaction. Reactant: [CH3:1][O:2][C:3]1[CH:4]=[C:5]2[C:10](=[CH:11][C:12]=1[O:13][CH3:14])[N:9]=[CH:8][N:7]=[C:6]2[O:15][C:16]1[CH:17]=[C:18]([CH:20]=[CH:21][CH:22]=1)[NH2:19].[CH:23]([C:26]1[CH:30]=[C:29]([NH:31][C:32](=O)[O:33]C2C=CC=CC=2)[O:28][N:27]=1)([CH3:25])[CH3:24].C(N(CC)C(C)C)(C)C. Product: [CH3:1][O:2][C:3]1[CH:4]=[C:5]2[C:10](=[CH:11][C:12]=1[O:13][CH3:14])[N:9]=[CH:8][N:7]=[C:6]2[O:15][C:16]1[CH:17]=[C:18]([NH:19][C:32]([NH:31][C:29]2[O:28][N:27]=[C:26]([CH:23]([CH3:25])[CH3:24])[CH:30]=2)=[O:33])[CH:20]=[CH:21][CH:22]=1. The catalyst class is: 367.